Dataset: Catalyst prediction with 721,799 reactions and 888 catalyst types from USPTO. Task: Predict which catalyst facilitates the given reaction. (1) Product: [CH:7]([CH:4]1[CH2:5][CH2:6][CH:1]([CH3:11])[CH2:2][CH:3]1[O:10][P:18]1[O:22][C:21]([C:29]2[CH:34]=[CH:33][CH:32]=[CH:31][CH:30]=2)([C:23]2[CH:24]=[CH:25][CH:26]=[CH:27][CH:28]=2)[C:20]([C:35]2[CH:36]=[CH:37][CH:38]=[CH:39][CH:40]=2)([C:41]2[CH:42]=[CH:43][CH:44]=[CH:45][CH:46]=2)[O:19]1)([CH3:8])[CH3:9]. Reactant: [CH:1]1([CH3:11])[CH2:6][CH2:5][CH:4]([CH:7]([CH3:9])[CH3:8])[CH:3]([OH:10])[CH2:2]1.C([Li])CCC.Cl[P:18]1[O:22][C:21]([C:29]2[CH:34]=[CH:33][CH:32]=[CH:31][CH:30]=2)([C:23]2[CH:28]=[CH:27][CH:26]=[CH:25][CH:24]=2)[C:20]([C:41]2[CH:46]=[CH:45][CH:44]=[CH:43][CH:42]=2)([C:35]2[CH:40]=[CH:39][CH:38]=[CH:37][CH:36]=2)[O:19]1. The catalyst class is: 134. (2) Reactant: [CH2:1]([O:8][C:9](=[O:27])[NH:10][C@H:11]([C:15](=[O:26])[NH:16][CH2:17][CH2:18][CH:19](OCC)[O:20]CC)[C@@H:12]([OH:14])[CH3:13])[C:2]1[CH:7]=[CH:6][CH:5]=[CH:4][CH:3]=1.Cl. Product: [CH2:1]([O:8][C:9](=[O:27])[NH:10][C@H:11]([C:15](=[O:26])[NH:16][CH2:17][CH2:18][CH:19]=[O:20])[C@@H:12]([OH:14])[CH3:13])[C:2]1[CH:7]=[CH:6][CH:5]=[CH:4][CH:3]=1. The catalyst class is: 7. (3) Reactant: [N:1]1[CH:6]=[C:5]([N:7]2[C:15]3[C:10](=[CH:11][CH:12]=[CH:13][CH:14]=3)[C:9]([C:16]([O:18]C)=[O:17])=[CH:8]2)[CH:4]=[N:3][CH:2]=1.[OH-].[K+].Cl. Product: [N:3]1[CH:4]=[C:5]([N:7]2[C:15]3[C:10](=[CH:11][CH:12]=[CH:13][CH:14]=3)[C:9]([C:16]([OH:18])=[O:17])=[CH:8]2)[CH:6]=[N:1][CH:2]=1. The catalyst class is: 72.